From a dataset of Reaction yield outcomes from USPTO patents with 853,638 reactions. Predict the reaction yield, written as a fraction of the theoretical maximum amount of product (1.0 means a 100% yield; for example, 0.34 means a 34% yield). (1) The reactants are Br[C:2]1[N:3]([C:22]2[C:31]3[C:26](=C[CH:28]=[CH:29][CH:30]=3)[C:25]([CH:32]3[CH2:34]C3)=[CH:24][CH:23]=2)[C:4]([S:7]CC(NC2C=CC(C(O)=O)=CC=2Cl)=O)=[N:5][N:6]=1.Cl.NNC(N)=N.C(N(C(C)C)CC)(C)C.CN(C)[CH:52]=[O:53]. No catalyst specified. The product is [CH3:52][O:53][C:29]1[CH:30]=[C:31]2[C:32]([C:25]([CH3:26])=[CH:24][CH:23]=[C:22]2[N:3]2[CH:2]=[N:6][N:5]=[C:4]2[SH:7])=[CH:34][CH:28]=1. The yield is 0.910. (2) The reactants are [CH3:1][O:2][C:3]1[C:4](=[O:27])[C:5](C(O)=O)=[N:6][N:7]([C:9]2[C:22]([F:23])=[CH:21][C:12]3[O:13][C:14]([F:20])([F:19])[C:15]([F:18])([F:17])[O:16][C:11]=3[CH:10]=2)[CH:8]=1.C1C=CC(P([N:42]=[N+]=[N-])(C2C=CC=CC=2)=O)=CC=1.CCN(CC)CC.[OH-].[Na+]. The catalyst is C1(C)C=CC=CC=1. The product is [NH2:42][C:5]1[C:4](=[O:27])[C:3]([O:2][CH3:1])=[CH:8][N:7]([C:9]2[C:22]([F:23])=[CH:21][C:12]3[O:13][C:14]([F:20])([F:19])[C:15]([F:18])([F:17])[O:16][C:11]=3[CH:10]=2)[N:6]=1. The yield is 0.530. (3) The reactants are [C:1]([NH:6][C:7]1[NH:27][C:26](=[O:28])[C:25]2[C:9](=[N:10][CH:11]=[C:12]([N:24]=2)[CH2:13][NH:14][C:15]2[CH:23]=[CH:22][C:18]([C:19]([OH:21])=[O:20])=[CH:17][CH:16]=2)[N:8]=1)(=[O:5])[CH:2]([CH3:4])[CH3:3].O=P12OP3(OP(OP(O3)(O1)=O)(=O)O2)=O.[F:43][C:44]([F:55])([F:54])[C:45](O[C:45](=[O:46])[C:44]([F:55])([F:54])[F:43])=[O:46]. No catalyst specified. The product is [C:1]([NH:6][C:7]1[NH:27][C:26](=[O:28])[C:25]2[C:9](=[N:10][CH:11]=[C:12]([N:24]=2)[CH2:13][N:14]([C:45](=[O:46])[C:44]([F:55])([F:54])[F:43])[C:15]2[CH:16]=[CH:17][C:18]([C:19]([OH:21])=[O:20])=[CH:22][CH:23]=2)[N:8]=1)(=[O:5])[CH:2]([CH3:4])[CH3:3]. The yield is 0.700. (4) The reactants are [CH2:1]([N:8]1[C:12](=[O:13])[N:11]([C:14]2[CH:15]=[N:16][N:17]([CH2:19][C:20]3[C:21]([CH3:26])=[N:22][O:23][C:24]=3[CH3:25])[CH:18]=2)[C:10](=[O:27])[NH:9]1)[C:2]1[CH:7]=[CH:6][CH:5]=[CH:4][CH:3]=1.[CH3:28][O:29][CH2:30]Br. No catalyst specified. The product is [CH2:1]([N:8]1[C:12](=[O:13])[N:11]([C:14]2[CH:15]=[N:16][N:17]([CH2:19][C:20]3[C:21]([CH3:26])=[N:22][O:23][C:24]=3[CH3:25])[CH:18]=2)[C:10](=[O:27])[N:9]1[CH2:28][O:29][CH3:30])[C:2]1[CH:3]=[CH:4][CH:5]=[CH:6][CH:7]=1. The yield is 0.180. (5) The reactants are [CH:1]1[C:14]2[CH:13]([C:15]([OH:17])=[O:16])[C:12]3[C:7](=[CH:8][CH:9]=[CH:10][CH:11]=3)[O:6][C:5]=2[CH:4]=[CH:3][CH:2]=1.C(Cl)(=O)C(Cl)=O.CN(C=O)C.[CH3:29][N:30]1[CH2:34][CH2:33][C@@H:32](O)[CH2:31]1. The catalyst is C(Cl)(Cl)Cl. The product is [CH3:29][N:30]1[CH2:34][CH2:33][C@@H:32]([O:16][C:15]([CH:13]2[C:14]3[CH:1]=[CH:2][CH:3]=[CH:4][C:5]=3[O:6][C:7]3[C:12]2=[CH:11][CH:10]=[CH:9][CH:8]=3)=[O:17])[CH2:31]1. The yield is 0.930. (6) The reactants are [CH3:1][C:2](=O)[C@@H:3]1[C@:20]2([CH3:21])[C@H:6]([C@H:7]3[C@H:17]([CH2:18][CH2:19]2)[C@:15]2([CH3:16])[C@H:10]([CH2:11][CH2:12][CH2:13][CH2:14]2)[CH2:9][CH2:8]3)[CH2:5][CH2:4]1.C(O)C.[NH2:26][OH:27].C([O-])(=O)C.[Na+]. The catalyst is ClCCl.O. The product is [CH3:1][C:2](=[N:26][OH:27])[C@@H:3]1[C@:20]2([CH3:21])[C@H:6]([C@H:7]3[C@H:17]([CH2:18][CH2:19]2)[C@:15]2([CH3:16])[C@H:10]([CH2:11][CH2:12][CH2:13][CH2:14]2)[CH2:9][CH2:8]3)[CH2:5][CH2:4]1. The yield is 1.00. (7) The reactants are [Cl:1][C:2]1[CH:9]=[CH:8][C:5]([C:6]#[N:7])=[C:4]([O:10][C:11]2[CH:16]=[CH:15][CH:14]=[C:13]([CH2:17]Cl)[C:12]=2[CH2:19][CH2:20][CH3:21])[CH:3]=1.[CH3:22][NH2:23].[C:24]([OH:31])(=[O:30])/[CH:25]=[CH:26]/[C:27]([OH:29])=[O:28]. The catalyst is C(O)C.CO. The product is [C:24]([OH:31])(=[O:30])/[CH:25]=[CH:26]/[C:27]([OH:29])=[O:28].[Cl:1][C:2]1[CH:9]=[CH:8][C:5]([C:6]#[N:7])=[C:4]([O:10][C:11]2[CH:16]=[CH:15][CH:14]=[C:13]([CH2:17][NH:23][CH3:22])[C:12]=2[CH2:19][CH2:20][CH3:21])[CH:3]=1. The yield is 0.750. (8) The reactants are [P:1]([O:19][CH2:20][O:21][C:22]1[CH:27]=[C:26]([CH2:28][CH:29]2[CH2:34][CH2:33][C:32]([CH3:36])([CH3:35])[CH2:31][CH2:30]2)[NH:25][C:24](=[O:37])[C:23]=1[C:38]1[CH:43]=[CH:42][CH:41]=[CH:40][CH:39]=1)([O:11]CC1C=CC=CC=1)([O:3]CC1C=CC=CC=1)=[O:2]. The catalyst is CCO.[Pd]. The product is [P:1]([OH:11])([OH:3])([O:19][CH2:20][O:21][C:22]1[CH:27]=[C:26]([CH2:28][CH:29]2[CH2:34][CH2:33][C:32]([CH3:36])([CH3:35])[CH2:31][CH2:30]2)[NH:25][C:24](=[O:37])[C:23]=1[C:38]1[CH:39]=[CH:40][CH:41]=[CH:42][CH:43]=1)=[O:2]. The yield is 0.155. (9) The reactants are [Cl:1][C:2]1[C:11]2[C:6](=[CH:7][CH:8]=[CH:9][CH:10]=2)[CH:5]=[CH:4][C:3]=1[OH:12].C([O-])([O-])=O.[Cs+].[Cs+].Br[CH2:20][C:21]([NH:24][C:25](=[O:31])[O:26][C:27]([CH3:30])([CH3:29])[CH3:28])([CH3:23])[CH3:22].CCCCCC.C(OCC)(=O)C. The catalyst is C(#N)C. The product is [Cl:1][C:2]1[C:11]2[C:6](=[CH:7][CH:8]=[CH:9][CH:10]=2)[CH:5]=[CH:4][C:3]=1[O:12][CH2:23][C:21]([NH:24][C:25](=[O:31])[O:26][C:27]([CH3:30])([CH3:29])[CH3:28])([CH3:20])[CH3:22]. The yield is 0.510.